This data is from Catalyst prediction with 721,799 reactions and 888 catalyst types from USPTO. The task is: Predict which catalyst facilitates the given reaction. (1) Reactant: [Br:1][C:2]1[C:3]([O:12][C@H:13]2[CH2:18][CH2:17][C@@H:16]([CH:19]([CH3:21])[CH3:20])[CH2:15][CH2:14]2)=[N:4][C:5]([CH3:11])=[C:6]([N+:8]([O-])=O)[CH:7]=1.[Cl-].[NH4+]. Product: [Br:1][C:2]1[CH:7]=[C:6]([NH2:8])[C:5]([CH3:11])=[N:4][C:3]=1[O:12][C@H:13]1[CH2:14][CH2:15][C@@H:16]([CH:19]([CH3:20])[CH3:21])[CH2:17][CH2:18]1. The catalyst class is: 314. (2) Product: [NH2:1][C:2]1[N:3]([CH3:22])[C:4](=[O:21])[C:5]([C:14]2[CH:15]=[C:16]([C:19]#[N:20])[N:17]([CH3:23])[CH:18]=2)([C:7]2[CH:12]=[CH:11][CH:10]=[C:9]([Br:13])[CH:8]=2)[N:6]=1. Reactant: [NH2:1][C:2]1[N:3]([CH3:22])[C:4](=[O:21])[C:5]([C:14]2[CH:15]=[C:16]([C:19]#[N:20])[NH:17][CH:18]=2)([C:7]2[CH:12]=[CH:11][CH:10]=[C:9]([Br:13])[CH:8]=2)[N:6]=1.[C:23](=O)([O-])[O-].[Cs+].[Cs+].CI. The catalyst class is: 695. (3) Reactant: [C:1]([O:8][C:9]([O:11][C:12]([CH3:15])([CH3:14])[CH3:13])=[O:10])(OC(C)(C)C)=O.O.Cl.[CH:18]#[C:19][C:20]1[CH:25]=[CH:24][C:23]([OH:26])=[CH:22][CH:21]=1. Product: [OH:26][C:23]1[CH:24]=[CH:25][C:20]([CH:19]=[CH2:18])=[CH:21][CH:22]=1.[C:12]([O:11][C:9]([O:8][C:1]1[CH:22]=[CH:21][C:20]([CH:25]=[CH2:24])=[CH:19][CH:18]=1)=[O:10])([CH3:13])([CH3:14])[CH3:15]. The catalyst class is: 17.